The task is: Predict the product of the given reaction.. This data is from Forward reaction prediction with 1.9M reactions from USPTO patents (1976-2016). (1) Given the reactants [CH3:1][N:2]([CH3:27])[C:3]1[C:8]([CH2:9][C:10]([O:12][CH3:13])=[O:11])=[C:7]([N:14]([CH3:16])[CH3:15])[N:6]=[C:5]([CH2:17][C:18]2[CH:23]=[CH:22][C:21]([N+:24]([O-])=O)=[CH:20][CH:19]=2)[N:4]=1.[H][H], predict the reaction product. The product is: [NH2:24][C:21]1[CH:20]=[CH:19][C:18]([CH2:17][C:5]2[N:6]=[C:7]([N:14]([CH3:16])[CH3:15])[C:8]([CH2:9][C:10]([O:12][CH3:13])=[O:11])=[C:3]([N:2]([CH3:1])[CH3:27])[N:4]=2)=[CH:23][CH:22]=1. (2) Given the reactants [C:1]1([S:7](Cl)(=[O:9])=[O:8])[CH:6]=[CH:5][CH:4]=[CH:3][CH:2]=1.[NH2:11][C:12]1[CH:32]=[CH:31][C:15]([CH2:16][NH:17][C:18]2[C:27]3[C:22](=[C:23]([C:28]([NH2:30])=[O:29])[CH:24]=[CH:25][CH:26]=3)[N:21]=[CH:20][N:19]=2)=[CH:14][CH:13]=1.C(N(CC)CC)C, predict the reaction product. The product is: [C:1]1([S:7]([NH:11][C:12]2[CH:13]=[CH:14][C:15]([CH2:16][NH:17][C:18]3[C:27]4[C:22](=[C:23]([C:28]([NH2:30])=[O:29])[CH:24]=[CH:25][CH:26]=4)[N:21]=[CH:20][N:19]=3)=[CH:31][CH:32]=2)(=[O:9])=[O:8])[CH:6]=[CH:5][CH:4]=[CH:3][CH:2]=1. (3) Given the reactants [NH2:1][C:2]([NH2:4])=[S:3].Cl[CH:6]([C:12](=O)[CH3:13])[C:7]([O:9][CH2:10][CH3:11])=[O:8], predict the reaction product. The product is: [NH2:1][C:2]1[S:3][C:12]([CH3:13])=[C:6]([C:7]([O:9][CH2:10][CH3:11])=[O:8])[N:4]=1. (4) Given the reactants [Cl:1][C:2]1[N:10]=[CH:9][N:8]=[C:7]2[C:3]=1[N:4]=[CH:5][N:6]2[CH:11]1[CH:15]2[O:16][C:17]([CH3:20])([CH3:19])[O:18][CH:14]2[CH:13]([CH2:21][OH:22])[O:12]1.C1(P(C2C=CC=CC=2)C2C=CC=CC=2)C=CC=CC=1.[CH3:42][O:43][C:44]([C:46]1[O:50][N:49]=[C:48](O)[CH:47]=1)=[O:45].CCOC(/N=N/C(OCC)=O)=O, predict the reaction product. The product is: [CH3:42][O:43][C:44]([C:46]1[O:50][N:49]=[C:48]([O:22][CH2:21][CH:13]2[CH:14]3[CH:15]([O:16][C:17]([CH3:19])([CH3:20])[O:18]3)[CH:11]([N:6]3[CH:5]=[N:4][C:3]4[C:7]3=[N:8][CH:9]=[N:10][C:2]=4[Cl:1])[O:12]2)[CH:47]=1)=[O:45]. (5) Given the reactants O[CH2:2][C:3]1[CH:7]=[CH:6][S:5][C:4]=1[CH2:8][CH2:9][OH:10].[CH3:11][S:12](Cl)(=[O:14])=[O:13].C(N(C(C)C)CC)(C)C.[Cl:25]CCl, predict the reaction product. The product is: [Cl:25][CH2:2][C:3]1[CH:7]=[CH:6][S:5][C:4]=1[CH2:8][CH2:9][O:10][S:12]([CH3:11])(=[O:14])=[O:13]. (6) Given the reactants [CH2:1]([O:3][C:4]1[CH:5]=[CH:6][C:7]([N+:16]([O-])=O)=[C:8]([N:10]2[CH2:15][CH2:14][CH2:13][CH2:12][CH2:11]2)[CH:9]=1)[CH3:2], predict the reaction product. The product is: [CH2:1]([O:3][C:4]1[CH:5]=[CH:6][C:7]([NH2:16])=[C:8]([N:10]2[CH2:15][CH2:14][CH2:13][CH2:12][CH2:11]2)[CH:9]=1)[CH3:2]. (7) Given the reactants [CH:1]1([NH:4][C:5]2[N:6]=[N:7][C:8]([C:11]#[CH:12])=[CH:9][CH:10]=2)[CH2:3][CH2:2]1.I[C:14]1[CH:15]=[C:16]([C:21]2[NH:25][C:24]3[CH:26]=[C:27]([CH2:30][N:31]4[CH2:36][CH2:35][N:34]([CH3:37])[CH2:33][CH2:32]4)[CH:28]=[CH:29][C:23]=3[N:22]=2)[CH:17]=[CH:18][C:19]=1[CH3:20], predict the reaction product. The product is: [CH:1]1([NH:4][C:5]2[N:6]=[N:7][C:8]([C:11]#[C:12][C:14]3[CH:15]=[C:16]([C:21]4[NH:25][C:24]5[CH:26]=[C:27]([CH2:30][N:31]6[CH2:32][CH2:33][N:34]([CH3:37])[CH2:35][CH2:36]6)[CH:28]=[CH:29][C:23]=5[N:22]=4)[CH:17]=[CH:18][C:19]=3[CH3:20])=[CH:9][CH:10]=2)[CH2:3][CH2:2]1. (8) Given the reactants [S:1]1[CH:5]=[CH:4][CH:3]=[C:2]1[CH2:6][C:7]1[O:11][N:10]=[C:9]([C:12]([O:14]CC)=[O:13])[CH:8]=1.C(O)C.[OH-].[Na+], predict the reaction product. The product is: [S:1]1[CH:5]=[CH:4][CH:3]=[C:2]1[CH2:6][C:7]1[O:11][N:10]=[C:9]([C:12]([OH:14])=[O:13])[CH:8]=1.